This data is from Catalyst prediction with 721,799 reactions and 888 catalyst types from USPTO. The task is: Predict which catalyst facilitates the given reaction. (1) Reactant: [CH2:1]([O:3][C:4]([C:6]1[NH:7][C:8]2[C:13]([CH:14]=1)=[CH:12][CH:11]=[CH:10][CH:9]=2)=[O:5])[CH3:2].[Br:15]N1C(=O)CCC1=O.O. Product: [Br:15][C:14]1[C:13]2[C:8](=[CH:9][CH:10]=[CH:11][CH:12]=2)[NH:7][C:6]=1[C:4]([O:3][CH2:1][CH3:2])=[O:5]. The catalyst class is: 1. (2) Reactant: [NH2:1][C:2]1[N:7]=[C:6]([C:8]2[O:9][CH:10]=[CH:11][CH:12]=2)[C:5]([C:13]#[N:14])=[C:4](S(C)=O)[N:3]=1.[F:18][C:19]([F:29])([F:28])[C:20]1[CH:21]=[C:22]([CH:25]=[CH:26][CH:27]=1)[CH2:23][NH2:24]. Product: [NH2:1][C:2]1[N:7]=[C:6]([C:8]2[O:9][CH:10]=[CH:11][CH:12]=2)[C:5]([C:13]#[N:14])=[C:4]([NH:24][CH2:23][C:22]2[CH:25]=[CH:26][CH:27]=[C:20]([C:19]([F:18])([F:28])[F:29])[CH:21]=2)[N:3]=1. The catalyst class is: 57.